Dataset: Full USPTO retrosynthesis dataset with 1.9M reactions from patents (1976-2016). Task: Predict the reactants needed to synthesize the given product. (1) Given the product [ClH:62].[F:40][CH:2]([F:1])[C:3]1[N:7]([C:8]2[N:13]=[C:12]([N:14]3[CH2:19][CH2:18][O:17][CH2:16][CH2:15]3)[N:11]=[C:10]([NH:20][C@H:21]3[CH2:22][CH2:23][C@H:24]([NH:27][C:28]([C@@H:30]4[CH2:35][CH2:34][CH2:33][N:32]([CH3:43])[CH2:31]4)=[O:29])[CH2:25][CH2:26]3)[CH:9]=2)[C:6]2[CH:36]=[CH:37][CH:38]=[CH:39][C:5]=2[N:4]=1, predict the reactants needed to synthesize it. The reactants are: [F:1][CH:2]([F:40])[C:3]1[N:7]([C:8]2[N:13]=[C:12]([N:14]3[CH2:19][CH2:18][O:17][CH2:16][CH2:15]3)[N:11]=[C:10]([NH:20][C@H:21]3[CH2:26][CH2:25][C@H:24]([NH:27][C:28]([C@@H:30]4[CH2:35][CH2:34][CH2:33][NH:32][CH2:31]4)=[O:29])[CH2:23][CH2:22]3)[CH:9]=2)[C:6]2[CH:36]=[CH:37][CH:38]=[CH:39][C:5]=2[N:4]=1.C=O.[C:43](O[BH-](OC(=O)C)OC(=O)C)(=O)C.[Na+].C(=O)(O)[O-].[Na+].[Cl:62]CCl. (2) Given the product [Br:8][C:5]1[CH:6]=[CH:7][C:2]([O:23][C:18]2[CH:19]=[CH:20][C:21]([Cl:22])=[C:16]([Cl:15])[CH:17]=2)=[N:3][CH:4]=1, predict the reactants needed to synthesize it. The reactants are: Br[C:2]1[CH:7]=[CH:6][C:5]([Br:8])=[CH:4][N:3]=1.C([O-])([O-])=O.[K+].[K+].[Cl:15][C:16]1[CH:17]=[C:18]([OH:23])[CH:19]=[CH:20][C:21]=1[Cl:22].O.